Task: Predict the reactants needed to synthesize the given product.. Dataset: Full USPTO retrosynthesis dataset with 1.9M reactions from patents (1976-2016) (1) Given the product [CH2:23]([O:25][C:26](=[O:54])[CH2:27][CH2:28][CH2:29][N:30]1[C:31](=[O:51])[N:10]2[C:9]3[CH:11]=[C:12]([C:14]4[CH:19]=[CH:18][C:17]([N+:20]([O-:22])=[O:21])=[CH:16][CH:15]=4)[O:13][C:8]=3[CH:7]=[C:6]2[C:4]1=[O:5])[CH3:24], predict the reactants needed to synthesize it. The reactants are: C(O[C:4]([C:6]1[NH:10][C:9]2[CH:11]=[C:12]([C:14]3[CH:19]=[CH:18][C:17]([N+:20]([O-:22])=[O:21])=[CH:16][CH:15]=3)[O:13][C:8]=2[CH:7]=1)=[O:5])C.[CH2:23]([O:25][C:26](=[O:54])[CH:27](CC)[CH2:28][CH2:29][N:30]1C(=S)N2C3C=C(C4C=CC([N+]([O-])=O)=CC=4)OC=3C=C2[C:31]1=[O:51])[CH3:24].N(CCCC(OCC)=O)=C=O.C(N(CC)CC)C.N(CCCC([O-])=O)=C=O. (2) Given the product [CH3:1][N:2]([CH2:13][C:14]1[N:18]([CH2:19][C:20]2[CH:25]=[CH:24][C:23]([CH2:26][NH:27][CH2:35][C:36]3[CH:41]=[CH:40][CH:39]=[CH:38][N:37]=3)=[CH:22][CH:21]=2)[C:17]2[CH:42]=[CH:43][CH:44]=[CH:45][C:16]=2[N:15]=1)[CH:3]1[C:12]2[N:11]=[CH:10][CH:9]=[CH:8][C:7]=2[CH2:6][CH2:5][CH2:4]1, predict the reactants needed to synthesize it. The reactants are: [CH3:1][N:2]([CH2:13][C:14]1[N:18]([CH2:19][C:20]2[CH:25]=[CH:24][C:23]([CH2:26][N:27]([CH2:35][C:36]3[CH:41]=[CH:40][CH:39]=[CH:38][N:37]=3)C(=O)OC(C)(C)C)=[CH:22][CH:21]=2)[C:17]2[CH:42]=[CH:43][CH:44]=[CH:45][C:16]=2[N:15]=1)[CH:3]1[C:12]2[N:11]=[CH:10][CH:9]=[CH:8][C:7]=2[CH2:6][CH2:5][CH2:4]1.N1CC(CN2C3C=CC=CC=3N=C2CN(C)C2C3N=CC=CC=3CCC2)C1. (3) Given the product [N:1]1[C:2]2[C:3](=[CH:4][C:5]3[O:10][CH2:9][CH2:8][O:7][C:6]=3[CH:11]=2)[C:12](=[O:14])[NH:19][CH:18]=1, predict the reactants needed to synthesize it. The reactants are: [NH2:1][C:2]1[C:3]([C:12]([O:14]CC)=O)=[CH:4][C:5]2[O:10][CH2:9][CH2:8][O:7][C:6]=2[CH:11]=1.Cl.[CH:18](N)=[NH:19]. (4) Given the product [ClH:14].[CH3:23][N:20]1[CH2:19][CH2:18][N:17]([C:15](=[O:16])[C@@H:4]([NH:3][S:36]([C:33]2[CH:34]=[CH:35][C:30]([C:28]3[N:29]=[C:25]([CH3:24])[S:26][CH:27]=3)=[CH:31][CH:32]=2)(=[O:37])=[O:38])[CH2:5][NH:6][C:7]([C:9]2[S:10][C:11]([Cl:14])=[CH:12][CH:13]=2)=[O:8])[CH2:22][CH2:21]1, predict the reactants needed to synthesize it. The reactants are: Cl.Cl.[NH2:3][C@H:4]([C:15]([N:17]1[CH2:22][CH2:21][N:20]([CH3:23])[CH2:19][CH2:18]1)=[O:16])[CH2:5][NH:6][C:7]([C:9]1[S:10][C:11]([Cl:14])=[CH:12][CH:13]=1)=[O:8].[CH3:24][C:25]1[S:26][CH:27]=[C:28]([C:30]2[CH:35]=[CH:34][C:33]([S:36](Cl)(=[O:38])=[O:37])=[CH:32][CH:31]=2)[N:29]=1.